This data is from Catalyst prediction with 721,799 reactions and 888 catalyst types from USPTO. The task is: Predict which catalyst facilitates the given reaction. (1) Product: [CH3:10][O:9][C:7](=[O:8])[C:6]1[CH:11]=[CH:12][C:3]([CH2:1][NH:30][C:28]2[CH:29]=[C:24]([C:18]3[NH:19][C:20]4[C:16]([CH:17]=3)=[CH:15][C:14]([F:13])=[C:22]([F:23])[CH:21]=4)[CH:25]=[CH:26][C:27]=2[O:31][CH3:32])=[CH:4][CH:5]=1. The catalyst class is: 2. Reactant: [CH:1]([C:3]1[CH:12]=[CH:11][C:6]([C:7]([O:9][CH3:10])=[O:8])=[CH:5][CH:4]=1)=O.[F:13][C:14]1[CH:15]=[C:16]2[C:20](=[CH:21][C:22]=1[F:23])[NH:19][C:18]([C:24]1[CH:25]=[CH:26][C:27]([O:31][CH3:32])=[C:28]([NH2:30])[CH:29]=1)=[CH:17]2.C(O)(=O)C.C(O[BH-](OC(=O)C)OC(=O)C)(=O)C.[Na+].C(=O)(O)[O-].[Na+]. (2) Reactant: [C:1](=O)([O-])[O-].[K+].[K+].CI.[CH3:9][O:10][C:11]1[C:16]([O:17][CH3:18])=[CH:15][C:14]([C:19]2[S:23][C:22]([SH:24])=[N:21][N:20]=2)=[C:13]([N+:25]([O-:27])=[O:26])[CH:12]=1. Product: [CH3:9][O:10][C:11]1[C:16]([O:17][CH3:18])=[CH:15][C:14]([C:19]2[S:23][C:22]([S:24][CH3:1])=[N:21][N:20]=2)=[C:13]([N+:25]([O-:27])=[O:26])[CH:12]=1. The catalyst class is: 42. (3) Reactant: Br[C:2]1[CH:3]=[C:4]([C:8]2[S:9][C:10]3[C:16]([C:17]4[CH:22]=[CH:21][C:20]([Cl:23])=[CH:19][CH:18]=4)=[C:15]([C@H:24]([O:30][C:31]([CH3:34])([CH3:33])[CH3:32])[C:25]([O:27][CH2:28][CH3:29])=[O:26])[C:14]([CH3:35])=[CH:13][C:11]=3[N:12]=2)[CH:5]=[CH:6][CH:7]=1.[N:36]1[CH:41]=[C:40](B(O)O)[CH:39]=[N:38][CH:37]=1.C([O-])([O-])=O.[K+].[K+]. Product: [C:31]([O:30][C@@H:24]([C:15]1[C:14]([CH3:35])=[CH:13][C:11]2[N:12]=[C:8]([C:4]3[CH:5]=[CH:6][CH:7]=[C:2]([C:40]4[CH:41]=[N:36][CH:37]=[N:38][CH:39]=4)[CH:3]=3)[S:9][C:10]=2[C:16]=1[C:17]1[CH:22]=[CH:21][C:20]([Cl:23])=[CH:19][CH:18]=1)[C:25]([O:27][CH2:28][CH3:29])=[O:26])([CH3:34])([CH3:33])[CH3:32]. The catalyst class is: 77.